Dataset: Reaction yield outcomes from USPTO patents with 853,638 reactions. Task: Predict the reaction yield, written as a fraction of the theoretical maximum amount of product (1.0 means a 100% yield; for example, 0.34 means a 34% yield). (1) The reactants are [CH:1]([C:3]1[CH:11]=[CH:10][C:6]([C:7]([OH:9])=[O:8])=[C:5]([CH3:12])[CH:4]=1)=[O:2].S(=O)(=O)(O)O.[CH2:18](O)[CH3:19]. No catalyst specified. The product is [CH:1]([C:3]1[CH:11]=[CH:10][C:6]([C:7]([O:9][CH2:18][CH3:19])=[O:8])=[C:5]([CH3:12])[CH:4]=1)=[O:2]. The yield is 0.800. (2) The reactants are Br[C:2]1[CH:13]=[CH:12][C:5]2[C:6](=[O:11])[NH:7][S:8](=[O:10])(=[O:9])[C:4]=2[CH:3]=1.[B:14]1([B:14]2[O:18][C:17]([CH3:20])([CH3:19])[C:16]([CH3:22])([CH3:21])[O:15]2)[O:18][C:17]([CH3:20])([CH3:19])[C:16]([CH3:22])([CH3:21])[O:15]1.CC([O-])=O.[K+]. The catalyst is O1CCOCC1. The product is [O:9]=[S:8]1(=[O:10])[C:4]2[CH:3]=[C:2]([B:14]3[O:18][C:17]([CH3:20])([CH3:19])[C:16]([CH3:22])([CH3:21])[O:15]3)[CH:13]=[CH:12][C:5]=2[C:6](=[O:11])[NH:7]1. The yield is 1.69. (3) The reactants are Br[C:2]1[C:3]([CH3:19])=[C:4]([CH2:12][N:13]2[CH2:18][CH2:17][O:16][CH2:15][CH2:14]2)[N:5]2[C:10]=1[C:9]([NH2:11])=[N:8][CH:7]=[N:6]2.[CH2:20]([N:27]1[CH:35]=[C:34]2[C:29]([CH:30]=[C:31](B3OC(C)(C)C(C)(C)O3)[CH:32]=[CH:33]2)=[N:28]1)[C:21]1[CH:26]=[CH:25][CH:24]=[CH:23][CH:22]=1.C([O-])([O-])=O.[K+].[K+].O. The catalyst is CN(C=O)C.C1C=CC([P]([Pd]([P](C2C=CC=CC=2)(C2C=CC=CC=2)C2C=CC=CC=2)([P](C2C=CC=CC=2)(C2C=CC=CC=2)C2C=CC=CC=2)[P](C2C=CC=CC=2)(C2C=CC=CC=2)C2C=CC=CC=2)(C2C=CC=CC=2)C2C=CC=CC=2)=CC=1. The product is [CH2:20]([N:27]1[CH:35]=[C:34]2[C:29]([CH:30]=[C:31]([C:2]3[C:3]([CH3:19])=[C:4]([CH2:12][N:13]4[CH2:18][CH2:17][O:16][CH2:15][CH2:14]4)[N:5]4[C:10]=3[C:9]([NH2:11])=[N:8][CH:7]=[N:6]4)[CH:32]=[CH:33]2)=[N:28]1)[C:21]1[CH:26]=[CH:25][CH:24]=[CH:23][CH:22]=1. The yield is 0.0700. (4) The reactants are [C:1](#N)[CH3:2].[Cl:4][C:5]1[C:6]([CH:12]([S:21]([C:24]2[CH:29]=[CH:28][C:27]([Cl:30])=[CH:26][CH:25]=2)(=[O:23])=[O:22])[C:13]2[CH:18]=[C:17]([F:19])[CH:16]=[CH:15][C:14]=2[F:20])=[CH:7][C:8]([NH2:11])=[N:9][CH:10]=1.Cl.CN1[CH2:38][CH2:37][N:36]([S:39](Cl)(=[O:41])=[O:40])[CH2:35][CH2:34]1.C(N(CC)CC)C. The catalyst is CO.O. The product is [Cl:4][C:5]1[C:6]([CH:12]([S:21]([C:24]2[CH:29]=[CH:28][C:27]([Cl:30])=[CH:26][CH:25]=2)(=[O:23])=[O:22])[C:13]2[CH:18]=[C:17]([F:19])[CH:16]=[CH:15][C:14]=2[F:20])=[CH:7][C:8]([NH:11][S:39]([N:36]2[CH2:37][CH2:38][CH:1]([CH3:2])[CH2:34][CH2:35]2)(=[O:41])=[O:40])=[N:9][CH:10]=1. The yield is 0.160. (5) The reactants are [O-:1][S:2]([C:5]([F:8])([F:7])[F:6])(=[O:4])=[O:3].[Cl:9][C:10]1[CH:11]=[C:12]2[C:17](=[CH:18][CH:19]=1)[N+:16]([CH3:20])=[C:15]([CH3:21])[CH:14]=[CH:13]2.[CH3:22][C:23]1[N:24]([C:31]2[CH:36]=[CH:35][CH:34]=[CH:33][CH:32]=2)[C:25]([CH3:30])=[CH:26][C:27]=1[CH:28]=O. The catalyst is CO.N1CCCCC1. The product is [O-:4][S:2]([C:5]([F:8])([F:7])[F:6])(=[O:3])=[O:1].[Cl:9][C:10]1[CH:11]=[C:12]2[C:17](=[CH:18][CH:19]=1)[N+:16]([CH3:20])=[C:15](/[CH:21]=[CH:28]/[C:27]1[CH:26]=[C:25]([CH3:30])[N:24]([C:31]3[CH:36]=[CH:35][CH:34]=[CH:33][CH:32]=3)[C:23]=1[CH3:22])[CH:14]=[CH:13]2. The yield is 0.280. (6) The reactants are C([O-])(O)=O.[Na+].[NH:6]1[C:14]2[C:9](=[CH:10][CH:11]=[CH:12][CH:13]=2)[CH2:8][CH2:7]1.[C:15](Cl)(=[O:17])[CH3:16]. The catalyst is C(Cl)Cl. The product is [N:6]1([C:15](=[O:17])[CH3:16])[C:14]2[C:9](=[CH:10][CH:11]=[CH:12][CH:13]=2)[CH2:8][CH2:7]1. The yield is 1.00. (7) The reactants are [Cl:1][C:2]1[CH:14]=[C:13]([Cl:15])[C:12]([O:16][C:17]2[N:21]([CH3:22])[N:20]=[C:19]([CH3:23])[C:18]=2/[CH:24]=[N:25]/O)=[CH:11][C:3]=1[O:4][C@@H:5]([CH3:10])[C:6]([O:8][CH3:9])=[O:7].C(N(CC)CC)C.ClC(Cl)(Cl)C(Cl)=O.O. The catalyst is O1CCCC1. The product is [Cl:1][C:2]1[CH:14]=[C:13]([Cl:15])[C:12]([O:16][C:17]2[N:21]([CH3:22])[N:20]=[C:19]([CH3:23])[C:18]=2[C:24]#[N:25])=[CH:11][C:3]=1[O:4][C@@H:5]([CH3:10])[C:6]([O:8][CH3:9])=[O:7]. The yield is 0.840. (8) The reactants are [CH3:1][N:2]1[C:10]2([CH2:15][CH2:14][N:13]([C:16]([O:18][C:19]([CH3:22])([CH3:21])[CH3:20])=[O:17])[CH2:12][CH2:11]2)[C:6]2=[CH:7][CH:8]=[CH:9][N:5]2[CH2:4][CH2:3]1.[C:23](I)([F:26])([F:25])[F:24].OO. The catalyst is CS(C)=O. The product is [CH3:1][N:2]1[C:10]2([CH2:11][CH2:12][N:13]([C:16]([O:18][C:19]([CH3:22])([CH3:21])[CH3:20])=[O:17])[CH2:14][CH2:15]2)[C:6]2=[CH:7][CH:8]=[C:9]([C:23]([F:26])([F:25])[F:24])[N:5]2[CH2:4][CH2:3]1. The yield is 0.640. (9) The reactants are [F:1][C:2]1[C:3]2[N:4]([CH:15]=[C:16]([CH2:18][N:19]([CH2:30][CH2:31][CH3:32])[C@@H:20]3[C:29]4[N:28]=[CH:27][CH:26]=[CH:25][C:24]=4[CH2:23][CH2:22][CH2:21]3)[N:17]=2)[C:5]([N:8]2[CH2:13][CH2:12][N:11]([CH3:14])[CH2:10][CH2:9]2)=[CH:6][CH:7]=1.[Cl:33]N1C(=O)CCC1=O. The catalyst is C(O)(C)C. The product is [Cl:33][C:15]1[N:4]2[C:5]([N:8]3[CH2:9][CH2:10][N:11]([CH3:14])[CH2:12][CH2:13]3)=[CH:6][CH:7]=[C:2]([F:1])[C:3]2=[N:17][C:16]=1[CH2:18][N:19]([CH2:30][CH2:31][CH3:32])[C@@H:20]1[C:29]2[N:28]=[CH:27][CH:26]=[CH:25][C:24]=2[CH2:23][CH2:22][CH2:21]1. The yield is 0.670. (10) The reactants are C(OC(=O)C(CS(N1CCN(C2C=CC(Br)=CC=2)CC1)(=O)=O)C(C)C)(C)(C)C.Cl.Cl.[Cl:31][C:32]1[CH:37]=[CH:36][C:35]([C:38]2[CH:39]=[CH:40][C:41]([N:44]3[CH2:49][CH2:48][NH:47][CH2:46][CH2:45]3)=[N:42][CH:43]=2)=[CH:34][CH:33]=1.[CH2:50]([C@@H:57]1[CH2:61][O:60][C:59](=[O:62])[N:58]1[C:63](=[O:73])[C@H:64]([CH2:68][S:69](Cl)(=[O:71])=[O:70])[CH:65]([CH3:67])[CH3:66])[C:51]1[CH:56]=[CH:55][CH:54]=[CH:53][CH:52]=1. No catalyst specified. The product is [CH2:50]([C@@H:57]1[CH2:61][O:60][C:59](=[O:62])[N:58]1[C:63](=[O:73])[C@H:64]([CH2:68][S:69]([N:47]1[CH2:46][CH2:45][N:44]([C:41]2[CH:40]=[CH:39][C:38]([C:35]3[CH:34]=[CH:33][C:32]([Cl:31])=[CH:37][CH:36]=3)=[CH:43][N:42]=2)[CH2:49][CH2:48]1)(=[O:71])=[O:70])[CH:65]([CH3:67])[CH3:66])[C:51]1[CH:56]=[CH:55][CH:54]=[CH:53][CH:52]=1. The yield is 0.810.